From a dataset of Reaction yield outcomes from USPTO patents with 853,638 reactions. Predict the reaction yield, written as a fraction of the theoretical maximum amount of product (1.0 means a 100% yield; for example, 0.34 means a 34% yield). (1) The reactants are [CH3:1][O:2][C:3](=[O:18])[C:4]1[C:5](=[C:10]([CH3:17])[C:11]([CH:15]=[CH2:16])=[CH:12][C:13]=1[OH:14])[C:6]([O:8][CH3:9])=[O:7]. The catalyst is C1C=CC=CC=1.CCOC(C)=O. The product is [CH3:1][O:2][C:3](=[O:18])[C:4]1[C:5](=[C:10]([CH3:17])[C:11]([CH2:15][CH3:16])=[CH:12][C:13]=1[OH:14])[C:6]([O:8][CH3:9])=[O:7]. The yield is 0.880. (2) The reactants are Cl[C:2]1[CH:3]=[CH:4][C:5]([N+:20]([O-:22])=[O:21])=[C:6]([CH:19]=1)[C:7]([NH:9][C:10]1[CH:15]=[C:14]([Cl:16])[C:13]([Cl:17])=[C:12]([Cl:18])[CH:11]=1)=[O:8].C([O-])([O-])=O.[K+].[K+].[Cl:29][C:30]1[CH:35]=[CH:34][C:33]([OH:36])=[CH:32][CH:31]=1. The catalyst is CC(N(C)C)=O.O. The product is [Cl:29][C:30]1[CH:35]=[CH:34][C:33]([O:36][C:2]2[CH:3]=[CH:4][C:5]([N+:20]([O-:22])=[O:21])=[C:6]([CH:19]=2)[C:7]([NH:9][C:10]2[CH:15]=[C:14]([Cl:16])[C:13]([Cl:17])=[C:12]([Cl:18])[CH:11]=2)=[O:8])=[CH:32][CH:31]=1. The yield is 0.550. (3) The reactants are Cl[C:2]1[N:10]=[C:9]([C:11]2[CH:16]=[CH:15][CH:14]=[CH:13][N:12]=2)[N:8]=[C:7]2[C:3]=1[N:4]=[CH:5][N:6]2[CH3:17].C(N(CC)C(C)C)(C)C.[CH:27]1([NH2:33])[CH2:32][CH2:31][CH2:30][CH2:29][CH2:28]1. The catalyst is C(#N)C. The product is [CH:27]1([NH:33][C:2]2[N:10]=[C:9]([C:11]3[CH:16]=[CH:15][CH:14]=[CH:13][N:12]=3)[N:8]=[C:7]3[C:3]=2[N:4]=[CH:5][N:6]3[CH3:17])[CH2:32][CH2:31][CH2:30][CH2:29][CH2:28]1. The yield is 0.570. (4) The reactants are Br[CH2:2][CH2:3][O:4][C:5](=[O:7])[CH3:6].[CH2:8]([C:10]1[CH:15]=[CH:14][C:13]([C:16]([C:27]2[CH:32]=[CH:31][CH:30]=[CH:29][CH:28]=2)=[C:17]2[CH2:22][C:21]([CH3:24])([CH3:23])[CH2:20][C:19]([CH3:26])([CH3:25])[CH2:18]2)=[CH:12][C:11]=1[OH:33])C.C([O-])([O-])=O.[K+].[K+]. The catalyst is CC(C)=O. The product is [CH3:8][C:10]1[CH:15]=[CH:14][C:13]([C:16]([C:27]2[CH:32]=[CH:31][CH:30]=[CH:29][CH:28]=2)=[C:17]2[CH2:22][C:21]([CH3:23])([CH3:24])[CH2:20][C:19]([CH3:26])([CH3:25])[CH2:18]2)=[CH:12][C:11]=1[O:33][CH2:6][C:5]([O:4][CH2:3][CH3:2])=[O:7]. The yield is 0.990. (5) The reactants are [N+:1]([C:4]1[CH:9]=[CH:8][C:7]([OH:10])=[CH:6][CH:5]=1)([O-:3])=[O:2].Cl[CH2:12][C:13]1[O:17][N:16]=[C:15]([C:18]2[CH:23]=[CH:22][CH:21]=[CH:20][CH:19]=2)[N:14]=1.C([O-])([O-])=O.[K+].[K+]. The catalyst is CC(C)=O. The product is [N+:1]([C:4]1[CH:9]=[CH:8][C:7]([O:10][CH2:12][C:13]2[O:17][N:16]=[C:15]([C:18]3[CH:19]=[CH:20][CH:21]=[CH:22][CH:23]=3)[N:14]=2)=[CH:6][CH:5]=1)([O-:3])=[O:2]. The yield is 0.920. (6) The reactants are Br.[Cl:2][C:3]1[CH:8]=[C:7]([Cl:9])[CH:6]=[CH:5][C:4]=1[C:10]1([OH:37])[C:18]2[C:13](=[CH:14][C:15]([C:23]([OH:25])=O)=[CH:16][C:17]=2[C:19]([F:22])([F:21])[F:20])[N:12]([CH2:26][C@H:27]2[CH2:30][C@H:29]([N:31]([CH2:34][CH3:35])[CH2:32][CH3:33])[CH2:28]2)[C:11]1=[O:36].[CH3:38][NH:39][CH3:40].O=C1N(P(Cl)(N2CCOC2=O)=O)CCO1.C(=O)(O)[O-].[Na+]. The catalyst is ClCCl.CN(C)C=O. The product is [ClH:2].[CH3:38][N:39]([CH3:40])[C:23]([C:15]1[CH:14]=[C:13]2[C:18]([C:10]([C:4]3[CH:5]=[CH:6][C:7]([Cl:9])=[CH:8][C:3]=3[Cl:2])([OH:37])[C:11](=[O:36])[N:12]2[CH2:26][C@H:27]2[CH2:30][C@H:29]([N:31]([CH2:34][CH3:35])[CH2:32][CH3:33])[CH2:28]2)=[C:17]([C:19]([F:21])([F:22])[F:20])[CH:16]=1)=[O:25]. The yield is 0.720. (7) The reactants are [NH:1]1[C:9]2[C:4](=[CH:5][CH:6]=[CH:7][CH:8]=2)[C:3]([C:10]([OH:12])=O)=[N:2]1.C(N1C=CN=C1)(N1C=CN=C1)=O.Cl.[CH3:26][NH:27][O:28][CH3:29]. The catalyst is CN(C=O)C. The product is [CH3:29][O:28][N:27]([CH3:26])[C:10]([C:3]1[C:4]2[C:9](=[CH:8][CH:7]=[CH:6][CH:5]=2)[NH:1][N:2]=1)=[O:12]. The yield is 0.790. (8) The reactants are [C:1]1([C:7]#[CH:8])[CH:6]=[CH:5][CH:4]=[CH:3][CH:2]=1.[Li]CCCC.[CH3:14][O:15][C:16]1[C:21]([CH:22]=[O:23])=[CH:20][CH:19]=[C:18]([O:24][CH3:25])[N:17]=1.[Cl-].[NH4+]. The catalyst is C1COCC1. The product is [CH3:14][O:15][C:16]1[C:21]([CH:22]([OH:23])[C:8]#[C:7][C:1]2[CH:6]=[CH:5][CH:4]=[CH:3][CH:2]=2)=[CH:20][CH:19]=[C:18]([O:24][CH3:25])[N:17]=1. The yield is 0.990. (9) The product is [CH3:3][N:4]1[CH:12]=[C:11]2[C:6]([CH:7]=[CH:8][CH:9]=[C:10]2[C@@H:13]2[CH2:15][C@H:14]2[CH2:16][NH:17][C:25](=[O:27])[CH3:26])=[N:5]1. The yield is 0.930. The reactants are Cl.Cl.[CH3:3][N:4]1[CH:12]=[C:11]2[C:6]([CH:7]=[CH:8][CH:9]=[C:10]2[C@@H:13]2[CH2:15][C@H:14]2[CH2:16][NH2:17])=[N:5]1.C(N(CC)CC)C.[C:25](OC(=O)C)(=[O:27])[CH3:26]. The catalyst is O1CCCC1.